This data is from Full USPTO retrosynthesis dataset with 1.9M reactions from patents (1976-2016). The task is: Predict the reactants needed to synthesize the given product. Given the product [ClH:32].[Cl:32][C:17]1[C:18]([NH:20][C:21]2[CH:26]=[CH:25][CH:24]=[CH:23][C:22]=2[NH:27][S:28]([CH3:31])(=[O:30])=[O:29])=[N:19][C:14]([NH:13][C:9]2[CH:8]=[C:7]([CH:12]=[CH:11][CH:10]=2)[O:6][CH2:5][C:4]([OH:33])=[O:3])=[N:15][CH:16]=1, predict the reactants needed to synthesize it. The reactants are: C([O:3][C:4](=[O:33])[CH2:5][O:6][C:7]1[CH:12]=[CH:11][CH:10]=[C:9]([NH:13][C:14]2[N:19]=[C:18]([NH:20][C:21]3[CH:26]=[CH:25][CH:24]=[CH:23][C:22]=3[NH:27][S:28]([CH3:31])(=[O:30])=[O:29])[C:17]([Cl:32])=[CH:16][N:15]=2)[CH:8]=1)C.[OH-].[K+].CO.O.